Task: Predict the product of the given reaction.. Dataset: Forward reaction prediction with 1.9M reactions from USPTO patents (1976-2016) (1) Given the reactants [Br:1][C:2]1[C:3]([NH2:11])=[N:4][C:5]([S:9][CH3:10])=[N:6][C:7]=1[Cl:8].ClC1C=CC=C(C(OO)=[O:20])C=1, predict the reaction product. The product is: [Br:1][C:2]1[C:3]([NH2:11])=[N:4][C:5]([S:9]([CH3:10])=[O:20])=[N:6][C:7]=1[Cl:8]. (2) Given the reactants [CH2:1]([N:8]1[CH2:18][CH2:17][C:11]2[N:12]=[CH:13][N:14]=[C:15](Cl)[C:10]=2[CH2:9]1)[C:2]1[CH:7]=[CH:6][CH:5]=[CH:4][CH:3]=1.[NH2:19][C@H:20]1[CH2:24][CH2:23][N:22]([C:25]([O:27][C:28]([CH3:31])([CH3:30])[CH3:29])=[O:26])[CH2:21]1.C(N(CC)CC)C, predict the reaction product. The product is: [C:28]([O:27][C:25]([N:22]1[CH2:23][CH2:24][C@H:20]([NH:19][C:15]2[C:10]3[CH2:9][N:8]([CH2:1][C:2]4[CH:7]=[CH:6][CH:5]=[CH:4][CH:3]=4)[CH2:18][CH2:17][C:11]=3[N:12]=[CH:13][N:14]=2)[CH2:21]1)=[O:26])([CH3:31])([CH3:29])[CH3:30]. (3) The product is: [Cl:12][C:10]1[N:9]=[C:8]([NH:13][CH2:14][CH2:15][CH3:16])[C:6]2[N:7]=[C:2]([NH:22][CH3:21])[N:3]=[C:4]([NH:17][CH2:18][CH2:19][CH3:20])[C:5]=2[N:11]=1. Given the reactants Cl[C:2]1[N:3]=[C:4]([NH:17][CH2:18][CH2:19][CH3:20])[C:5]2[N:11]=[C:10]([Cl:12])[N:9]=[C:8]([NH:13][CH2:14][CH2:15][CH3:16])[C:6]=2[N:7]=1.[CH3:21][NH2:22].C1COCC1, predict the reaction product. (4) Given the reactants CC1C=CC(S(O[CH2:12][CH2:13][CH2:14][O:15][CH2:16][CH2:17][O:18][CH2:19][CH2:20][O:21][CH2:22][CH2:23][NH:24][C:25](=[O:31])[O:26][C:27]([CH3:30])([CH3:29])[CH3:28])(=O)=O)=CC=1.C(=O)([O-])[O-].[K+].[K+].[OH:38][C:39]1[CH:44]=[CH:43][C:42]([N:45]2[C:49]([CH3:51])([CH3:50])[C:48](=[O:52])[N:47]([C:53]3[CH:60]=[CH:59][C:56]([C:57]#[N:58])=[C:55]([C:61]([F:64])([F:63])[F:62])[CH:54]=3)[C:46]2=[S:65])=[CH:41][CH:40]=1, predict the reaction product. The product is: [C:57]([C:56]1[CH:59]=[CH:60][C:53]([N:47]2[C:48](=[O:52])[C:49]([CH3:51])([CH3:50])[N:45]([C:42]3[CH:41]=[CH:40][C:39]([O:38][CH2:12][CH2:13][CH2:14][O:15][CH2:16][CH2:17][O:18][CH2:19][CH2:20][O:21][CH2:22][CH2:23][NH:24][C:25](=[O:31])[O:26][C:27]([CH3:30])([CH3:29])[CH3:28])=[CH:44][CH:43]=3)[C:46]2=[S:65])=[CH:54][C:55]=1[C:61]([F:63])([F:64])[F:62])#[N:58].